This data is from Full USPTO retrosynthesis dataset with 1.9M reactions from patents (1976-2016). The task is: Predict the reactants needed to synthesize the given product. (1) Given the product [NH2:23][C:21](=[O:22])[CH2:20][C:19]([NH:18][C:10](=[O:12])[C:7]1[CH:6]=[C:5]([O:13][CH:14]([CH3:17])[CH2:15][F:16])[C:4]([CH:1]2[CH2:2][CH2:3]2)=[CH:9][N:8]=1)([CH:25]1[CH2:27][CH2:26]1)[CH3:24], predict the reactants needed to synthesize it. The reactants are: [CH:1]1([C:4]2[C:5]([O:13][CH:14]([CH3:17])[CH2:15][F:16])=[CH:6][C:7]([C:10]([OH:12])=O)=[N:8][CH:9]=2)[CH2:3][CH2:2]1.[NH2:18][C:19]([CH:25]1[CH2:27][CH2:26]1)([CH3:24])[CH2:20][C:21]([NH2:23])=[O:22]. (2) Given the product [OH:1][C:2]1[C:11]([CH2:12][OH:13])=[C:10]2[C:5]([C:6](=[O:24])[N:7]([C:17]3[CH:18]=[CH:19][C:20]([CH3:23])=[CH:21][CH:22]=3)[C:8]([CH:14]([CH3:16])[CH3:15])=[N:9]2)=[CH:4][CH:3]=1, predict the reactants needed to synthesize it. The reactants are: [OH:1][C:2]1[C:11]([CH:12]=[O:13])=[C:10]2[C:5]([C:6](=[O:24])[N:7]([C:17]3[CH:22]=[CH:21][C:20]([CH3:23])=[CH:19][CH:18]=3)[C:8]([CH:14]([CH3:16])[CH3:15])=[N:9]2)=[CH:4][CH:3]=1.[BH4-].[Na+]. (3) Given the product [Cl:1][C:2]1[CH:3]=[C:4]2[C:9](=[CH:10][CH:11]=1)[N:8]=[C:7]([C:12]([NH:17][C@H:18]1[CH2:22][CH2:21][N:20]([C:23]([O:25][C:26]([CH3:29])([CH3:28])[CH3:27])=[O:24])[CH2:19]1)=[O:14])[N:6]=[CH:5]2, predict the reactants needed to synthesize it. The reactants are: [Cl:1][C:2]1[CH:3]=[C:4]2[C:9](=[CH:10][CH:11]=1)[N:8]=[C:7]([C:12]([O:14]CC)=O)[N:6]=[CH:5]2.[NH2:17][C@H:18]1[CH2:22][CH2:21][N:20]([C:23]([O:25][C:26]([CH3:29])([CH3:28])[CH3:27])=[O:24])[CH2:19]1.C(N(C(C)C)CC)(C)C. (4) Given the product [NH2:39][C@@H:5]([C:6]1[CH:7]=[CH:8][C:9]([C:12]2[CH:17]=[CH:16][C:15]([C:18]([CH2:19][CH3:20])([C:21]3[CH:26]=[CH:25][C:24]([CH2:27][CH2:28][CH:29]([OH:34])[C:30]([CH3:31])([CH3:32])[CH3:33])=[C:23]([CH3:35])[CH:22]=3)[CH2:36][CH3:37])=[CH:14][C:13]=2[CH3:38])=[CH:10][CH:11]=1)[C:4]([OH:40])=[O:3], predict the reactants needed to synthesize it. The reactants are: Cl.C[O:3][C:4](=[O:40])[C@@H:5]([NH2:39])[C:6]1[CH:11]=[CH:10][C:9]([C:12]2[CH:17]=[CH:16][C:15]([C:18]([CH2:36][CH3:37])([C:21]3[CH:26]=[CH:25][C:24]([CH2:27][CH2:28][CH:29]([OH:34])[C:30]([CH3:33])([CH3:32])[CH3:31])=[C:23]([CH3:35])[CH:22]=3)[CH2:19][CH3:20])=[CH:14][C:13]=2[CH3:38])=[CH:8][CH:7]=1. (5) Given the product [CH2:1]([C:3]1[S:7][C:6]([C:8](=[O:23])[CH2:9][CH2:10][C:11]2[CH:16]=[C:15]([CH3:17])[C:14]([O:18][CH2:19][CH2:20][O:21][S:40]([CH3:39])(=[O:42])=[O:41])=[C:13]([CH3:22])[CH:12]=2)=[C:5]2[CH2:24][CH2:25][C:26]([CH3:28])([CH3:29])[CH2:27][C:4]=12)[CH3:2], predict the reactants needed to synthesize it. The reactants are: [CH2:1]([C:3]1[S:7][C:6]([C:8](=[O:23])[CH2:9][CH2:10][C:11]2[CH:16]=[C:15]([CH3:17])[C:14]([O:18][CH2:19][CH2:20][OH:21])=[C:13]([CH3:22])[CH:12]=2)=[C:5]2[CH2:24][CH2:25][C:26]([CH3:29])([CH3:28])[CH2:27][C:4]=12)[CH3:2].CCN(C(C)C)C(C)C.[CH3:39][S:40](Cl)(=[O:42])=[O:41]. (6) Given the product [Cl:1][C:2]1[CH:3]=[C:4]([CH:5]=[CH:6][CH:7]=1)[O:8][CH2:10][C:11]([NH2:13])=[O:12], predict the reactants needed to synthesize it. The reactants are: [Cl:1][C:2]1[CH:3]=[C:4]([OH:8])[CH:5]=[CH:6][CH:7]=1.Br[CH2:10][C:11]([NH2:13])=[O:12].C([O-])([O-])=O.[K+].[K+].